Dataset: Forward reaction prediction with 1.9M reactions from USPTO patents (1976-2016). Task: Predict the product of the given reaction. (1) Given the reactants [OH-].[Li+].O.Cl.C(OC(C)C)(C)C.C[O:13][C:14]([C:16]1[CH:38]=[CH:37][C:19]2[NH:20][C:21]([C:23]3[C:35]4[C:34]5[C:29](=[CH:30][CH:31]=[CH:32][CH:33]=5)[C:28](=[O:36])[C:27]=4[CH:26]=[CH:25][CH:24]=3)=[N:22][C:18]=2[CH:17]=1)=[O:15], predict the reaction product. The product is: [C:14]([C:16]1[CH:38]=[CH:37][C:19]2[NH:20][C:21]([C:23]3[C:35]4[C:34]5[C:29](=[CH:30][CH:31]=[CH:32][CH:33]=5)[C:28](=[O:36])[C:27]=4[CH:26]=[CH:25][CH:24]=3)=[N:22][C:18]=2[CH:17]=1)([OH:15])=[O:13]. (2) Given the reactants [C:1]1([C:30]2[CH:35]=[CH:34][CH:33]=[CH:32][CH:31]=2)[CH:6]=[CH:5][C:4]([C:7]2[C:28]([Cl:29])=[CH:27][C:10]3[N:11](CC=C)[C:12]([O:14][CH2:15][CH:16]4[CH2:18][CH:17]4[C:19]([O:21]CC)=[O:20])=[N:13][C:9]=3[CH:8]=2)=[CH:3][CH:2]=1.CN1C(=O)CC(=O)N(C)C1=O, predict the reaction product. The product is: [C:1]1([C:30]2[CH:31]=[CH:32][CH:33]=[CH:34][CH:35]=2)[CH:2]=[CH:3][C:4]([C:7]2[C:28]([Cl:29])=[CH:27][C:10]3[NH:11][C:12]([O:14][CH2:15][CH:16]4[CH2:18][CH:17]4[C:19]([OH:21])=[O:20])=[N:13][C:9]=3[CH:8]=2)=[CH:5][CH:6]=1. (3) Given the reactants C[O-].[Na+].[Br:4][C:5]1[CH:6]=[C:7]2[C:12](=[C:13]([CH3:15])[CH:14]=1)[N:11]=[C:10](Cl)[C:9]([C:17]1[CH:22]=[CH:21][CH:20]=[C:19]([F:23])[CH:18]=1)=[C:8]2[Cl:24].[C:25]([O-])(O)=[O:26].[Na+], predict the reaction product. The product is: [Br:4][C:5]1[CH:6]=[C:7]2[C:12](=[C:13]([CH3:15])[CH:14]=1)[N:11]=[C:10]([O:26][CH3:25])[C:9]([C:17]1[CH:22]=[CH:21][CH:20]=[C:19]([F:23])[CH:18]=1)=[C:8]2[Cl:24]. (4) Given the reactants [C:1]([CH2:3][C:4]([O:6][CH2:7][CH3:8])=[O:5])#[N:2].Cl[CH2:10][CH2:11][O:12][CH2:13][CH2:14]Cl.C(=O)([O-])[O-].[K+].[K+], predict the reaction product. The product is: [C:1]([C:3]1([C:4]([O:6][CH2:7][CH3:8])=[O:5])[CH2:14][CH2:13][O:12][CH2:11][CH2:10]1)#[N:2]. (5) Given the reactants F[C:2]1[CH:3]=[C:4]([CH:29]=[CH:30][N:31]=1)[C:5]([NH:7][C:8]1[CH:13]=[CH:12][C:11]([N:14]2[C:18]([C:19]([F:22])([F:21])[F:20])=[CH:17][C:16]([C:23]3[CH:24]=[N:25][CH:26]=[CH:27][CH:28]=3)=[N:15]2)=[CH:10][N:9]=1)=[O:6].Cl.[CH3:33][NH:34][CH3:35].C(N(CC)CC)C, predict the reaction product. The product is: [CH3:33][N:34]([CH3:35])[C:2]1[CH:3]=[C:4]([CH:29]=[CH:30][N:31]=1)[C:5]([NH:7][C:8]1[CH:13]=[CH:12][C:11]([N:14]2[C:18]([C:19]([F:21])([F:20])[F:22])=[CH:17][C:16]([C:23]3[CH:24]=[N:25][CH:26]=[CH:27][CH:28]=3)=[N:15]2)=[CH:10][N:9]=1)=[O:6]. (6) Given the reactants [Cl:1][C:2]1[CH:3]=[C:4](OS(C(F)(F)F)(=O)=O)[CH:5]=[CH:6][C:7]=1[CH:8]([CH3:22])[C:9]([C:15]1[CH:20]=[CH:19][N:18]=[C:17]([Cl:21])[CH:16]=1)([OH:14])[C:10]([F:13])([F:12])[F:11].[CH3:31][O:32][C:33]([CH2:35][CH2:36][C:37]1[CH:42]=[CH:41][C:40](B(O)O)=[CH:39][CH:38]=1)=[O:34].[O-]P([O-])([O-])=O.[K+].[K+].[K+].S(Cl)(Cl)=O.C([O-])(O)=O.[Na+], predict the reaction product. The product is: [CH3:31][O:32][C:33](=[O:34])[CH2:35][CH2:36][C:37]1[CH:38]=[CH:39][C:40]([C:4]2[CH:5]=[CH:6][C:7]([CH:8]([CH3:22])[C:9]([C:15]3[CH:20]=[CH:19][N:18]=[C:17]([Cl:21])[CH:16]=3)([OH:14])[C:10]([F:12])([F:11])[F:13])=[C:2]([Cl:1])[CH:3]=2)=[CH:41][CH:42]=1.